Dataset: NCI-60 drug combinations with 297,098 pairs across 59 cell lines. Task: Regression. Given two drug SMILES strings and cell line genomic features, predict the synergy score measuring deviation from expected non-interaction effect. (1) Drug 1: CC1CCC2CC(C(=CC=CC=CC(CC(C(=O)C(C(C(=CC(C(=O)CC(OC(=O)C3CCCCN3C(=O)C(=O)C1(O2)O)C(C)CC4CCC(C(C4)OC)O)C)C)O)OC)C)C)C)OC. Drug 2: C1=CC=C(C(=C1)C(C2=CC=C(C=C2)Cl)C(Cl)Cl)Cl. Cell line: ACHN. Synergy scores: CSS=5.79, Synergy_ZIP=0.119, Synergy_Bliss=3.58, Synergy_Loewe=0.936, Synergy_HSA=2.50. (2) Drug 1: C1CCN(CC1)CCOC2=CC=C(C=C2)C(=O)C3=C(SC4=C3C=CC(=C4)O)C5=CC=C(C=C5)O. Drug 2: CCN(CC)CCCC(C)NC1=C2C=C(C=CC2=NC3=C1C=CC(=C3)Cl)OC. Cell line: SR. Synergy scores: CSS=39.7, Synergy_ZIP=1.74, Synergy_Bliss=3.42, Synergy_Loewe=4.52, Synergy_HSA=4.34. (3) Drug 1: CC1=C(C=C(C=C1)C(=O)NC2=CC(=CC(=C2)C(F)(F)F)N3C=C(N=C3)C)NC4=NC=CC(=N4)C5=CN=CC=C5. Drug 2: C1CCC(C(C1)N)N.C(=O)(C(=O)[O-])[O-].[Pt+4]. Cell line: SK-MEL-28. Synergy scores: CSS=3.00, Synergy_ZIP=-1.69, Synergy_Bliss=-0.532, Synergy_Loewe=-6.78, Synergy_HSA=-2.67. (4) Synergy scores: CSS=-7.01, Synergy_ZIP=2.76, Synergy_Bliss=-2.13, Synergy_Loewe=-6.11, Synergy_HSA=-5.95. Drug 1: CC1=C(C=C(C=C1)NC2=NC=CC(=N2)N(C)C3=CC4=NN(C(=C4C=C3)C)C)S(=O)(=O)N.Cl. Cell line: MCF7. Drug 2: CN(C)C1=NC(=NC(=N1)N(C)C)N(C)C. (5) Drug 1: C1CCC(CC1)NC(=O)N(CCCl)N=O. Drug 2: C1=NC2=C(N1)C(=S)N=CN2. Cell line: MALME-3M. Synergy scores: CSS=3.90, Synergy_ZIP=-8.41, Synergy_Bliss=-14.7, Synergy_Loewe=-15.9, Synergy_HSA=-13.9. (6) Drug 1: CC(CN1CC(=O)NC(=O)C1)N2CC(=O)NC(=O)C2. Drug 2: C1CN(P(=O)(OC1)NCCCl)CCCl. Cell line: NCIH23. Synergy scores: CSS=6.90, Synergy_ZIP=-3.12, Synergy_Bliss=1.32, Synergy_Loewe=-9.97, Synergy_HSA=0.815. (7) Drug 1: CC1CCC2CC(C(=CC=CC=CC(CC(C(=O)C(C(C(=CC(C(=O)CC(OC(=O)C3CCCCN3C(=O)C(=O)C1(O2)O)C(C)CC4CCC(C(C4)OC)O)C)C)O)OC)C)C)C)OC. Drug 2: CC1=C(C(=CC=C1)Cl)NC(=O)C2=CN=C(S2)NC3=CC(=NC(=N3)C)N4CCN(CC4)CCO. Cell line: CCRF-CEM. Synergy scores: CSS=-3.31, Synergy_ZIP=-3.57, Synergy_Bliss=-8.48, Synergy_Loewe=-13.5, Synergy_HSA=-13.0. (8) Drug 1: CCCS(=O)(=O)NC1=C(C(=C(C=C1)F)C(=O)C2=CNC3=C2C=C(C=N3)C4=CC=C(C=C4)Cl)F. Drug 2: C(CC(=O)O)C(=O)CN.Cl. Cell line: IGROV1. Synergy scores: CSS=7.34, Synergy_ZIP=-2.97, Synergy_Bliss=-2.50, Synergy_Loewe=-4.03, Synergy_HSA=-3.40. (9) Drug 1: CC=C1C(=O)NC(C(=O)OC2CC(=O)NC(C(=O)NC(CSSCCC=C2)C(=O)N1)C(C)C)C(C)C. Drug 2: CS(=O)(=O)OCCCCOS(=O)(=O)C. Cell line: HS 578T. Synergy scores: CSS=45.9, Synergy_ZIP=-0.989, Synergy_Bliss=-2.05, Synergy_Loewe=-32.8, Synergy_HSA=-1.50. (10) Drug 1: CNC(=O)C1=CC=CC=C1SC2=CC3=C(C=C2)C(=NN3)C=CC4=CC=CC=N4. Drug 2: CCCCC(=O)OCC(=O)C1(CC(C2=C(C1)C(=C3C(=C2O)C(=O)C4=C(C3=O)C=CC=C4OC)O)OC5CC(C(C(O5)C)O)NC(=O)C(F)(F)F)O. Cell line: OVCAR-8. Synergy scores: CSS=-3.85, Synergy_ZIP=0.748, Synergy_Bliss=-1.82, Synergy_Loewe=-3.48, Synergy_HSA=-3.09.